Dataset: Forward reaction prediction with 1.9M reactions from USPTO patents (1976-2016). Task: Predict the product of the given reaction. The product is: [CH3:20][N:21]1[CH2:26][CH2:25][CH2:24][CH2:23][CH:22]1[CH2:27][N:28]1[C:36]2[C:31](=[CH:32][CH:33]=[CH:34][CH:35]=2)[C:30]([C:17]([C:7]23[CH2:16][CH:11]4[CH2:12][CH:13]([CH2:15][CH:9]([CH2:10]4)[CH2:8]2)[CH2:14]3)=[O:18])=[CH:29]1. Given the reactants [Cl-].C([Al+]CC)C.[C:7]12([C:17](Cl)=[O:18])[CH2:16][CH:11]3[CH2:12][CH:13]([CH2:15][CH:9]([CH2:10]3)[CH2:8]1)[CH2:14]2.[CH3:20][N:21]1[CH2:26][CH2:25][CH2:24][CH2:23][CH:22]1[CH2:27][N:28]1[C:36]2[C:31](=[CH:32][CH:33]=[CH:34][CH:35]=2)[CH:30]=[CH:29]1.[OH-].[Na+], predict the reaction product.